Dataset: NCI-60 drug combinations with 297,098 pairs across 59 cell lines. Task: Regression. Given two drug SMILES strings and cell line genomic features, predict the synergy score measuring deviation from expected non-interaction effect. (1) Drug 1: CC1C(C(=O)NC(C(=O)N2CCCC2C(=O)N(CC(=O)N(C(C(=O)O1)C(C)C)C)C)C(C)C)NC(=O)C3=C4C(=C(C=C3)C)OC5=C(C(=O)C(=C(C5=N4)C(=O)NC6C(OC(=O)C(N(C(=O)CN(C(=O)C7CCCN7C(=O)C(NC6=O)C(C)C)C)C)C(C)C)C)N)C. Drug 2: CN1C2=C(C=C(C=C2)N(CCCl)CCCl)N=C1CCCC(=O)O.Cl. Cell line: EKVX. Synergy scores: CSS=3.07, Synergy_ZIP=0.958, Synergy_Bliss=2.16, Synergy_Loewe=2.55, Synergy_HSA=-0.0531. (2) Drug 1: CS(=O)(=O)CCNCC1=CC=C(O1)C2=CC3=C(C=C2)N=CN=C3NC4=CC(=C(C=C4)OCC5=CC(=CC=C5)F)Cl. Drug 2: CC1=C(N=C(N=C1N)C(CC(=O)N)NCC(C(=O)N)N)C(=O)NC(C(C2=CN=CN2)OC3C(C(C(C(O3)CO)O)O)OC4C(C(C(C(O4)CO)O)OC(=O)N)O)C(=O)NC(C)C(C(C)C(=O)NC(C(C)O)C(=O)NCCC5=NC(=CS5)C6=NC(=CS6)C(=O)NCCC[S+](C)C)O. Cell line: CCRF-CEM. Synergy scores: CSS=-17.1, Synergy_ZIP=6.42, Synergy_Bliss=5.70, Synergy_Loewe=-20.5, Synergy_HSA=-12.4.